This data is from NCI-60 drug combinations with 297,098 pairs across 59 cell lines. The task is: Regression. Given two drug SMILES strings and cell line genomic features, predict the synergy score measuring deviation from expected non-interaction effect. (1) Drug 1: CN(C)C1=NC(=NC(=N1)N(C)C)N(C)C. Drug 2: C1=NC(=NC(=O)N1C2C(C(C(O2)CO)O)O)N. Cell line: HCC-2998. Synergy scores: CSS=-8.49, Synergy_ZIP=0.856, Synergy_Bliss=-3.08, Synergy_Loewe=-14.3, Synergy_HSA=-7.69. (2) Cell line: HOP-92. Drug 1: C1=CC(=CC=C1CCC2=CNC3=C2C(=O)NC(=N3)N)C(=O)NC(CCC(=O)O)C(=O)O. Synergy scores: CSS=70.1, Synergy_ZIP=17.1, Synergy_Bliss=15.1, Synergy_Loewe=-6.54, Synergy_HSA=20.1. Drug 2: CC1C(C(CC(O1)OC2CC(CC3=C2C(=C4C(=C3O)C(=O)C5=C(C4=O)C(=CC=C5)OC)O)(C(=O)CO)O)N)O.Cl. (3) Drug 1: CCCS(=O)(=O)NC1=C(C(=C(C=C1)F)C(=O)C2=CNC3=C2C=C(C=N3)C4=CC=C(C=C4)Cl)F. Drug 2: CCC1=CC2CC(C3=C(CN(C2)C1)C4=CC=CC=C4N3)(C5=C(C=C6C(=C5)C78CCN9C7C(C=CC9)(C(C(C8N6C)(C(=O)OC)O)OC(=O)C)CC)OC)C(=O)OC.C(C(C(=O)O)O)(C(=O)O)O. Cell line: SNB-75. Synergy scores: CSS=28.8, Synergy_ZIP=1.25, Synergy_Bliss=2.77, Synergy_Loewe=-21.7, Synergy_HSA=1.58.